From a dataset of Full USPTO retrosynthesis dataset with 1.9M reactions from patents (1976-2016). Predict the reactants needed to synthesize the given product. (1) Given the product [N+:1]([C:4]1[C:9]2[NH:10][C:11]([C:16]3[CH:21]=[CH:20][CH:19]=[CH:18][N:17]=3)([C:14]([NH2:15])=[O:29])[CH2:12][O:13][C:8]=2[CH:7]=[CH:6][CH:5]=1)([O-:3])=[O:2], predict the reactants needed to synthesize it. The reactants are: [N+:1]([C:4]1[C:9]2[NH:10][C:11]([C:16]3[CH:21]=[CH:20][CH:19]=[CH:18][N:17]=3)([C:14]#[N:15])[CH2:12][O:13][C:8]=2[CH:7]=[CH:6][CH:5]=1)([O-:3])=[O:2].[O-2].[Al+3].[O-2].[O-2].[Al+3].CS(O)(=O)=[O:29]. (2) Given the product [Cl:13][C:14]1[CH:19]=[CH:18][CH:17]=[C:16]([Cl:20])[C:15]=1[S:21]([NH:1][C:2]1[S:3][CH:4]=[C:5]([CH2:7][C:8]([O:10][CH2:11][CH3:12])=[O:9])[N:6]=1)(=[O:23])=[O:22], predict the reactants needed to synthesize it. The reactants are: [NH2:1][C:2]1[S:3][CH:4]=[C:5]([CH2:7][C:8]([O:10][CH2:11][CH3:12])=[O:9])[N:6]=1.[Cl:13][C:14]1[CH:19]=[CH:18][CH:17]=[C:16]([Cl:20])[C:15]=1[S:21](Cl)(=[O:23])=[O:22]. (3) Given the product [ClH:24].[ClH:1].[NH2:8][CH2:9][CH2:10][CH2:11][CH2:12][C:13]1[CH:18]=[CH:17][C:16]([C:19]([NH2:21])=[NH:20])=[CH:15][CH:14]=1, predict the reactants needed to synthesize it. The reactants are: [ClH:1].C(OC(=O)[NH:8][CH2:9][CH2:10][CH2:11][CH2:12][C:13]1[CH:18]=[CH:17][C:16]([C:19](=[NH:21])[NH2:20])=[CH:15][CH:14]=1)(C)(C)C.C(Cl)[Cl:24].CO. (4) Given the product [CH3:32][C:33]1[CH:34]([Si:54]([CH:20]2[C:19]3[C:23](=[C:15]([C:7]4[CH:6]=[C:5]([C:1]([CH3:2])([CH3:3])[CH3:4])[CH:10]=[C:9]([C:11]([CH3:14])([CH3:13])[CH3:12])[CH:8]=4)[CH:16]=[CH:17][C:18]=3[O:25][CH3:26])[CH:22]=[C:21]2[CH3:24])([CH3:55])[CH3:56])[C:35]2[C:40]([CH:41]=1)=[C:39]([C:42]1[CH:43]=[CH:44][CH:45]=[CH:46][CH:47]=1)[C:38]([O:48][CH3:49])=[C:37]([C:50]([CH3:51])([CH3:52])[CH3:53])[CH:36]=2, predict the reactants needed to synthesize it. The reactants are: [C:1]([C:5]1[CH:6]=[C:7]([C:15]2[CH:16]=[CH:17][C:18]([O:25][CH3:26])=[C:19]3[C:23]=2[CH2:22][C:21]([CH3:24])=[CH:20]3)[CH:8]=[C:9]([C:11]([CH3:14])([CH3:13])[CH3:12])[CH:10]=1)([CH3:4])([CH3:3])[CH3:2].[Li]CCCC.[CH3:32][C:33]1[CH:34]([Si:54](Cl)([CH3:56])[CH3:55])[C:35]2[C:40]([CH:41]=1)=[C:39]([C:42]1[CH:47]=[CH:46][CH:45]=[CH:44][CH:43]=1)[C:38]([O:48][CH3:49])=[C:37]([C:50]([CH3:53])([CH3:52])[CH3:51])[CH:36]=2.O. (5) Given the product [NH2:36][C:37]1[C:42]([S:43]([NH2:46])(=[O:45])=[O:44])=[CH:41][C:40]([C:2]2[CH:3]=[C:4]3[C:9](=[CH:10][CH:11]=2)[N:8]=[CH:7][CH:6]=[C:5]3[C:62]2[CH:67]=[CH:66][CH:65]=[C:64]([S:68]([NH2:71])(=[O:70])=[O:69])[CH:63]=2)=[CH:39][N:38]=1, predict the reactants needed to synthesize it. The reactants are: Br[C:2]1[CH:3]=[C:4]2[C:9](=[CH:10][CH:11]=1)[N:8]=[CH:7][CH:6]=[C:5]2Cl.B1(B2OC(C)(C)C(C)(C)O2)OC(C)(C)C(C)(C)O1.C([O-])(=O)C.[K+].[NH2:36][C:37]1[C:42]([S:43]([NH2:46])(=[O:45])=[O:44])=[CH:41][C:40](Br)=[CH:39][N:38]=1.C(=O)([O-])[O-].[K+].[K+].CC1(C)C(C)(C)OB([C:62]2[CH:63]=[C:64]([S:68]([NH2:71])(=[O:70])=[O:69])[CH:65]=[CH:66][CH:67]=2)O1.